Dataset: Full USPTO retrosynthesis dataset with 1.9M reactions from patents (1976-2016). Task: Predict the reactants needed to synthesize the given product. (1) Given the product [NH2:2][C@H:3]([C:19]([OH:20])=[O:23])[CH2:4][C:5]1[CH:10]=[CH:9][C:8]([O:11][CH2:12][C:13]2[CH:18]=[CH:17][CH:16]=[CH:15][CH:14]=2)=[CH:7][CH:6]=1, predict the reactants needed to synthesize it. The reactants are: O[NH:2][C@H:3]([C:19](N)=[O:20])[CH2:4][C:5]1[CH:10]=[CH:9][C:8]([O:11][CH2:12][C:13]2[CH:18]=[CH:17][CH:16]=[CH:15][CH:14]=2)=[CH:7][CH:6]=1.C(Cl)(Cl)=[O:23].C. (2) Given the product [ClH:15].[S:1]1[C:10]2[C:5](=[CH:6][CH:7]=[CH:8][CH:9]=2)[CH:4]([NH2:14])[CH2:3][CH2:2]1, predict the reactants needed to synthesize it. The reactants are: [S:1]1[C:10]2[C:5](=[CH:6][CH:7]=[CH:8][CH:9]=2)[C:4](=O)[CH2:3][CH2:2]1.CO[NH3+:14].[Cl-:15].O. (3) Given the product [CH2:31]([NH:35][C:36](=[O:37])[O:21][C:18]1[CH:17]=[CH:16][C:15]([CH:12]2[C:13](=[O:14])[N:9]([C:4]3[CH:5]=[CH:6][C:7]([Cl:8])=[C:2]([Cl:1])[CH:3]=3)[C:10](=[O:23])[N:11]2[CH3:22])=[CH:20][CH:19]=1)[CH2:32][CH2:33][CH3:34], predict the reactants needed to synthesize it. The reactants are: [Cl:1][C:2]1[CH:3]=[C:4]([N:9]2[C:13](=[O:14])[CH:12]([C:15]3[CH:20]=[CH:19][C:18]([OH:21])=[CH:17][CH:16]=3)[N:11]([CH3:22])[C:10]2=[O:23])[CH:5]=[CH:6][C:7]=1[Cl:8].C(N(CC)CC)C.[CH2:31]([N:35]=[C:36]=[O:37])[CH2:32][CH2:33][CH3:34]. (4) Given the product [F:8][C:6]1[CH:5]=[C:4]([CH2:9][C:10]([NH:13][C@H:14]([C:16]([C:18]2([NH2:39])[N:24]=[CH:23][C:22]3[CH:32]=[C:33]([Cl:36])[CH:34]=[CH:35][C:21]=3[N:20]([CH3:37])[C:19]2=[O:38])=[O:17])[CH3:15])=[O:12])[CH:3]=[C:2]([F:1])[CH:7]=1, predict the reactants needed to synthesize it. The reactants are: [F:1][C:2]1[CH:3]=[C:4]([CH2:9][C:10]([OH:12])=O)[CH:5]=[C:6]([F:8])[CH:7]=1.[NH2:13][C@H:14]([C:16]([C:18]1([NH2:39])[N:24]=[C:23](C2C=CC=CC=2Cl)[C:22]2[CH:32]=[C:33]([Cl:36])[CH:34]=[CH:35][C:21]=2[N:20]([CH3:37])[C:19]1=[O:38])=[O:17])[CH3:15]. (5) Given the product [Cl:16][C:17]1[N:18]=[C:19]([N:11]2[CH:15]=[CH:14][CH:13]=[N:12]2)[C:20]([C:24]([NH:26][CH:27]2[CH:34]3[CH2:35][CH:30]4[CH2:31][C:32]([OH:37])([CH2:36][CH:28]2[CH2:29]4)[CH2:33]3)=[O:25])=[CH:21][N:22]=1, predict the reactants needed to synthesize it. The reactants are: C[Si]([N-][Si](C)(C)C)(C)C.[Na+].[NH:11]1[CH:15]=[CH:14][CH:13]=[N:12]1.[Cl:16][C:17]1[N:22]=[C:21](Cl)[C:20]([C:24]([NH:26][CH:27]2[CH:34]3[CH2:35][CH:30]4[CH2:31][C:32]([OH:37])([CH2:36][CH:28]2[CH2:29]4)[CH2:33]3)=[O:25])=[CH:19][N:18]=1. (6) Given the product [O:1]1[CH:5]=[CH:4][CH:3]=[C:2]1[P:6]([C:7]1[O:8][CH:9]=[CH:10][CH:11]=1)[C:12]1[O:13][CH:14]=[CH:15][CH:16]=1, predict the reactants needed to synthesize it. The reactants are: [O:1]1[CH:5]=[CH:4][CH:3]=[C:2]1[P:6](=O)([C:12]1[O:13][CH:14]=[CH:15][CH:16]=1)[C:7]1[O:8][CH:9]=[CH:10][CH:11]=1.II.C(P(CCCC)CCCC)CCC. (7) Given the product [Cl:11][C:12]1[CH:13]=[C:14]([CH:17]=[C:18]([C:20]2[O:1][N:2]=[C:3]([C:4]3[CH:5]=[N:6][CH:7]=[CH:8][CH:9]=3)[CH:21]=2)[CH:19]=1)[C:15]#[N:16], predict the reactants needed to synthesize it. The reactants are: [OH:1][N:2]=[C:3](Cl)[C:4]1[CH:9]=[CH:8][CH:7]=[N:6][CH:5]=1.[Cl:11][C:12]1[CH:13]=[C:14]([CH:17]=[C:18]([C:20]#[CH:21])[CH:19]=1)[C:15]#[N:16].N.